This data is from Full USPTO retrosynthesis dataset with 1.9M reactions from patents (1976-2016). The task is: Predict the reactants needed to synthesize the given product. (1) The reactants are: [C:1](#N)[CH3:2].[Cl:4][C:5]1[C:6]([CH:12]([S:21]([C:24]2[CH:29]=[CH:28][C:27]([Cl:30])=[CH:26][CH:25]=2)(=[O:23])=[O:22])[C:13]2[CH:18]=[C:17]([F:19])[CH:16]=[CH:15][C:14]=2[F:20])=[CH:7][C:8]([NH2:11])=[N:9][CH:10]=1.Cl.CN1[CH2:38][CH2:37][N:36]([S:39](Cl)(=[O:41])=[O:40])[CH2:35][CH2:34]1.C(N(CC)CC)C. Given the product [Cl:4][C:5]1[C:6]([CH:12]([S:21]([C:24]2[CH:29]=[CH:28][C:27]([Cl:30])=[CH:26][CH:25]=2)(=[O:23])=[O:22])[C:13]2[CH:18]=[C:17]([F:19])[CH:16]=[CH:15][C:14]=2[F:20])=[CH:7][C:8]([NH:11][S:39]([N:36]2[CH2:37][CH2:38][CH:1]([CH3:2])[CH2:34][CH2:35]2)(=[O:41])=[O:40])=[N:9][CH:10]=1, predict the reactants needed to synthesize it. (2) Given the product [Cl:33][C:11]1[C:10]([O:9][C@H:6]2[CH2:7][CH2:8][C@@H:3]([C:2]([F:24])([F:25])[F:1])[CH2:4][CH2:5]2)=[CH:19][CH:18]=[C:17]2[C:12]=1[CH:13]=[CH:14][C:15]([C:20]([O:22][CH3:23])=[O:21])=[CH:16]2, predict the reactants needed to synthesize it. The reactants are: [F:1][C:2]([F:25])([F:24])[C@@H:3]1[CH2:8][CH2:7][C@H:6]([O:9][C:10]2[CH:11]=[C:12]3[C:17](=[CH:18][CH:19]=2)[CH:16]=[C:15]([C:20]([O:22][CH3:23])=[O:21])[CH:14]=[CH:13]3)[CH2:5][CH2:4]1.C1C(=O)N([Cl:33])C(=O)C1.C(O)(C(F)(F)F)=O. (3) Given the product [C:16]([C:13]1[CH:14]=[CH:15][C:10]([NH:3][CH2:4][C:5]2([NH2:8])[CH2:7][CH2:6]2)=[N:11][CH:12]=1)#[N:17], predict the reactants needed to synthesize it. The reactants are: Cl.Cl.[NH2:3][CH2:4][C:5]1([NH2:8])[CH2:7][CH2:6]1.Cl[C:10]1[CH:15]=[CH:14][C:13]([C:16]#[N:17])=[CH:12][N:11]=1.C(=O)([O-])[O-].[K+].[K+].O1CCOCC1. (4) The reactants are: C([N:4]([CH:7](C)C)CC)(C)C.[N:10]1[CH:15]=[CH:14][N:13]=[CH:12][C:11]=1C(O)=O.C1([O:25]P(N=[N+]=[N-])(=O)OC2C=CC=CC=2)C=CC=CC=1.[CH2:38]([C@H:40]1[O:45][CH2:44][CH2:43][N:42]([C:46]2[CH:47]=[CH:48][C:49]3[N:55]4[CH2:56][C@H:52]([CH2:53][CH2:54]4)[NH:51][C:50]=3[N:57]=2)[CH2:41]1)[CH3:39]. Given the product [CH2:38]([C@@H:40]1[CH2:41][N:42]([C:46]2[CH:47]=[CH:48][C:49]3[N:55]4[CH2:56][C@H:52]([CH2:53][CH2:54]4)[N:51]([C:7]([NH:4][C:11]4[CH:12]=[N:13][CH:14]=[CH:15][N:10]=4)=[O:25])[C:50]=3[N:57]=2)[CH2:43][CH2:44][O:45]1)[CH3:39], predict the reactants needed to synthesize it.